Dataset: Reaction yield outcomes from USPTO patents with 853,638 reactions. Task: Predict the reaction yield, written as a fraction of the theoretical maximum amount of product (1.0 means a 100% yield; for example, 0.34 means a 34% yield). (1) The reactants are F[P-](F)(F)(F)(F)F.N1(O[P+](N(C)C)(N(C)C)N(C)C)C2C=CC=CC=2N=N1.C1(C[C@H](N2CC3C(=C([F:48])C=CC=3)C2=O)C(O)=O)CCCCC1.NC1SC=CN=1.[CH:56]1([CH2:62][C@H:63]([N:72]2[CH2:80][C:79]3[C:74](=[CH:75][CH:76]=[CH:77][CH:78]=3)[C:73]2=[O:81])[C:64]([NH:66][C:67]2[S:68][CH:69]=[CH:70][N:71]=2)=[O:65])[CH2:61][CH2:60][CH2:59][CH2:58][CH2:57]1. No catalyst specified. The product is [CH:56]1([CH2:62][C@H:63]([N:72]2[CH2:80][C:79]3[C:74](=[CH:75][CH:76]=[CH:77][C:78]=3[F:48])[C:73]2=[O:81])[C:64]([NH:66][C:67]2[S:68][CH:69]=[CH:70][N:71]=2)=[O:65])[CH2:61][CH2:60][CH2:59][CH2:58][CH2:57]1. The yield is 0.300. (2) The reactants are C([O:4][CH2:5][C:6]1[C:11]([N:12]2[CH2:24][CH2:23][C:22]3[N:21]4[C:16]([CH2:17][CH2:18][CH2:19][CH2:20]4)=[CH:15][C:14]=3[C:13]2=[O:25])=[CH:10][C:9]([F:26])=[CH:8][C:7]=1[C:27]1[CH:32]=[C:31]([NH:33][C:34]2[CH:39]=[CH:38][C:37]([N:40]3[CH2:45][CH2:44][N:43]([CH:46]4[CH2:49][O:48][CH2:47]4)[CH2:42][CH:41]3[CH2:50][CH3:51])=[CH:36][N:35]=2)[C:30](=[O:52])[N:29]([CH3:53])[CH:28]=1)(=O)C.[OH-].[Li+]. The catalyst is C(O)(C)C.C1COCC1.O. The product is [CH2:50]([C@H:41]1[CH2:42][N:43]([CH:46]2[CH2:47][O:48][CH2:49]2)[CH2:44][CH2:45][N:40]1[C:37]1[CH:38]=[CH:39][C:34]([NH:33][C:31]2[C:30](=[O:52])[N:29]([CH3:53])[CH:28]=[C:27]([C:7]3[C:6]([CH2:5][OH:4])=[C:11]([N:12]4[CH2:24][CH2:23][C:22]5[N:21]6[C:16]([CH2:17][CH2:18][CH2:19][CH2:20]6)=[CH:15][C:14]=5[C:13]4=[O:25])[CH:10]=[C:9]([F:26])[CH:8]=3)[CH:32]=2)=[N:35][CH:36]=1)[CH3:51]. The yield is 0.400. (3) The reactants are Br[C:2]1[C:3]([NH:9][CH2:10][C:11]([O:13][CH2:14][CH3:15])=[O:12])=[N:4][CH:5]=[C:6]([Br:8])[N:7]=1.[CH:16]([NH2:19])([CH3:18])[CH3:17].C(N(CC)C(C)C)(C)C.CS(C)=O. The catalyst is O. The product is [Br:8][C:6]1[N:7]=[C:2]([NH:19][CH:16]([CH3:18])[CH3:17])[C:3]([NH:9][CH2:10][C:11]([O:13][CH2:14][CH3:15])=[O:12])=[N:4][CH:5]=1. The yield is 0.557.